From a dataset of Catalyst prediction with 721,799 reactions and 888 catalyst types from USPTO. Predict which catalyst facilitates the given reaction. (1) Reactant: [H-].[Na+].[C:3]([CH2:5]P(=O)(OCC)OCC)#[N:4].[F:14][C:15]1[CH:20]=[CH:19][C:18]([N:21]2[C:29]3[C:24](=[CH:25][C:26]4[C:33](=O)[CH2:32][CH2:31][CH2:30][C:27]=4[CH:28]=3)[CH:23]=[N:22]2)=[CH:17][CH:16]=1. Product: [F:14][C:15]1[CH:16]=[CH:17][C:18]([N:21]2[C:29]3[C:24](=[CH:25][C:26]4[C:33](=[CH:5][C:3]#[N:4])[CH2:32][CH2:31][CH2:30][C:27]=4[CH:28]=3)[CH:23]=[N:22]2)=[CH:19][CH:20]=1. The catalyst class is: 57. (2) Reactant: [OH:1][C:2]1[CH:7]=[CH:6][C:5]([O:8][C:9](=[O:16])[C:10]2[CH:15]=[CH:14][CH:13]=[CH:12][CH:11]=2)=[CH:4][C:3]=1[N+:17]([O-:19])=[O:18].[CH2:20](Br)[C:21]1[CH:26]=[CH:25][CH:24]=[CH:23][CH:22]=1.C(=O)([O-])[O-].[K+].[K+]. Product: [CH2:20]([O:1][C:2]1[CH:7]=[CH:6][C:5]([O:8][C:9](=[O:16])[C:10]2[CH:15]=[CH:14][CH:13]=[CH:12][CH:11]=2)=[CH:4][C:3]=1[N+:17]([O-:19])=[O:18])[C:21]1[CH:26]=[CH:25][CH:24]=[CH:23][CH:22]=1. The catalyst class is: 3. (3) Reactant: Br[C:2]1[C:3]2[CH:15]=[CH:14][CH:13]=[CH:12][C:4]=2[S:5][C:6]=1[CH2:7][CH2:8][N:9]([CH3:11])[CH3:10].CN(CCN(C)C)C.[Li]CCCC.[CH3:29][CH:30]1[CH2:32][O:31]1. Product: [CH3:10][N:9]([CH3:11])[CH2:8][CH2:7][C:6]1[S:5][C:4]2[CH:12]=[CH:13][CH:14]=[CH:15][C:3]=2[C:2]=1[CH2:29][CH:30]([OH:31])[CH3:32]. The catalyst class is: 11. (4) Reactant: C(O)C.[OH-].[Na+].[CH2:6]([O:13][C:14]1[CH:29]=[CH:28][C:17]([C:18]([O:20]CC2C=CC=CC=2)=[O:19])=[C:16]([Cl:30])[CH:15]=1)[C:7]1[CH:12]=[CH:11][CH:10]=[CH:9][CH:8]=1. Product: [CH2:6]([O:13][C:14]1[CH:29]=[CH:28][C:17]([C:18]([OH:20])=[O:19])=[C:16]([Cl:30])[CH:15]=1)[C:7]1[CH:8]=[CH:9][CH:10]=[CH:11][CH:12]=1. The catalyst class is: 12. (5) Reactant: CN(C(ON1N=NC2C=CC=NC1=2)=[N+](C)C)C.F[P-](F)(F)(F)(F)F.[NH2:25][C:26]1[C:27]([C:36]([OH:38])=O)=[CH:28][C:29]2[C:34]([CH:35]=1)=[CH:33][CH:32]=[CH:31][CH:30]=2.FC(F)(F)C(O)=O.[NH2:46][C@@H:47]([CH:52]1[CH2:56][CH2:55][CH2:54][CH2:53]1)[C:48]([O:50][CH3:51])=[O:49].C(N(CC)C(C)C)(C)C.C([O-])(O)=O.[Na+]. Product: [NH2:25][C:26]1[C:27]([C:36]([NH:46][C@@H:47]([CH:52]2[CH2:56][CH2:55][CH2:54][CH2:53]2)[C:48]([O:50][CH3:51])=[O:49])=[O:38])=[CH:28][C:29]2[C:34]([CH:35]=1)=[CH:33][CH:32]=[CH:31][CH:30]=2. The catalyst class is: 39. (6) Reactant: [CH3:1][S:2]([NH:5][C:6]1[CH:11]=[CH:10][C:9]([B:12]2[O:20][C:17]([CH3:19])([CH3:18])[C:14]([CH3:16])([CH3:15])[O:13]2)=[CH:8][CH:7]=1)(=[O:4])=[O:3].[C:21](=O)([O-])[O-].[Cs+].[Cs+].IC.O. Product: [CH3:21][N:5]([C:6]1[CH:7]=[CH:8][C:9]([B:12]2[O:20][C:17]([CH3:19])([CH3:18])[C:14]([CH3:16])([CH3:15])[O:13]2)=[CH:10][CH:11]=1)[S:2]([CH3:1])(=[O:3])=[O:4]. The catalyst class is: 42.